This data is from NCI-60 drug combinations with 297,098 pairs across 59 cell lines. The task is: Regression. Given two drug SMILES strings and cell line genomic features, predict the synergy score measuring deviation from expected non-interaction effect. (1) Drug 2: CC1C(C(CC(O1)OC2CC(CC3=C2C(=C4C(=C3O)C(=O)C5=C(C4=O)C(=CC=C5)OC)O)(C(=O)CO)O)N)O.Cl. Synergy scores: CSS=38.8, Synergy_ZIP=-5.31, Synergy_Bliss=-6.24, Synergy_Loewe=-10.2, Synergy_HSA=-4.96. Drug 1: CNC(=O)C1=CC=CC=C1SC2=CC3=C(C=C2)C(=NN3)C=CC4=CC=CC=N4. Cell line: NCI-H522. (2) Drug 1: C1=NC2=C(N=C(N=C2N1C3C(C(C(O3)CO)O)F)Cl)N. Drug 2: CCN(CC)CCNC(=O)C1=C(NC(=C1C)C=C2C3=C(C=CC(=C3)F)NC2=O)C. Cell line: NCI/ADR-RES. Synergy scores: CSS=42.7, Synergy_ZIP=1.09, Synergy_Bliss=-0.245, Synergy_Loewe=-33.4, Synergy_HSA=-2.40.